The task is: Predict the reactants needed to synthesize the given product.. This data is from Full USPTO retrosynthesis dataset with 1.9M reactions from patents (1976-2016). (1) Given the product [OH:19][C:16]1[CH:17]=[CH:18][C:13]([C:1]2[CH:6]=[CH:5][CH:4]=[CH:3][CH:2]=2)=[CH:14][CH:15]=1, predict the reactants needed to synthesize it. The reactants are: [C:1]1(B(O)O)[CH:6]=[CH:5][CH:4]=[CH:3][CH:2]=1.[F-].[K+].Br[C:13]1[CH:18]=[CH:17][C:16]([OH:19])=[CH:15][CH:14]=1. (2) The reactants are: C(=O)([O-])[O-].[Cs+].[Cs+].[Cl:7][C:8]1[CH:13]=[CH:12][C:11]([C:14]2[C:20]3[CH:21]=[C:22]([OH:25])[CH:23]=[CH:24][C:19]=3[CH2:18][CH:17]([CH3:26])[N:16]([C:27]([NH:29][CH3:30])=[O:28])[N:15]=2)=[CH:10][CH:9]=1.Cl[CH2:32][CH2:33][N:34]1[CH2:39][CH2:38][O:37][CH2:36][CH2:35]1. Given the product [Cl:7][C:8]1[CH:9]=[CH:10][C:11]([C:14]2[C:20]3[CH:21]=[C:22]([O:25][CH2:32][CH2:33][N:34]4[CH2:39][CH2:38][O:37][CH2:36][CH2:35]4)[CH:23]=[CH:24][C:19]=3[CH2:18][CH:17]([CH3:26])[N:16]([C:27]([NH:29][CH3:30])=[O:28])[N:15]=2)=[CH:12][CH:13]=1, predict the reactants needed to synthesize it.